From a dataset of Catalyst prediction with 721,799 reactions and 888 catalyst types from USPTO. Predict which catalyst facilitates the given reaction. (1) Reactant: [OH:1][C:2]12[C:23]3[C:18](=[CH:19][CH:20]=[CH:21][CH:22]=3)[C:17](=[O:24])[C:3]1(O)[C:4]1[C:9]([O:10]2)=[C:8]([CH:11]([CH3:13])[CH3:12])[CH:7]=[C:6]([CH:14]([CH3:16])[CH3:15])[CH:5]=1.C(Cl)(=O)C([Cl:29])=O. Product: [Cl:29][C:3]12[C:17](=[O:24])[C:18]3[C:23](=[CH:22][CH:21]=[CH:20][CH:19]=3)[C:2]1([OH:1])[O:10][C:9]1[C:4]2=[CH:5][C:6]([CH:14]([CH3:15])[CH3:16])=[CH:7][C:8]=1[CH:11]([CH3:12])[CH3:13]. The catalyst class is: 306. (2) Reactant: [Cl:1][C:2]1[C:3]([CH:12]([CH3:14])[CH3:13])=[C:4]([C:7]([OH:11])=[C:8]([CH3:10])[CH:9]=1)[CH:5]=O.C([O-])([O-])=O.[K+].[K+].[F:21][C:22]([F:31])([F:30])/[CH:23]=[CH:24]/[C:25]([O:27][CH2:28][CH3:29])=[O:26].Cl. Product: [Cl:1][C:2]1[C:3]([CH:12]([CH3:14])[CH3:13])=[C:4]2[C:7](=[C:8]([CH3:10])[CH:9]=1)[O:11][CH:23]([C:22]([F:21])([F:31])[F:30])[C:24]([C:25]([O:27][CH2:28][CH3:29])=[O:26])=[CH:5]2. The catalyst class is: 3. (3) Product: [CH2:1]([O:3][C:4]([C:5]1[C:6]2[N:15]=[C:25]([NH2:26])[NH:14][C:7]=2[CH:8]=[C:9]([O:11][CH2:12][CH3:13])[CH:10]=1)=[O:16])[CH3:2]. Reactant: [CH2:1]([O:3][C:4](=[O:16])[C:5]1[CH:10]=[C:9]([O:11][CH2:12][CH3:13])[CH:8]=[C:7]([NH2:14])[C:6]=1[NH2:15])[CH3:2].COC(C1C2N=C(N)[NH:26][C:25]=2C=CC=1)=O.BrC#N. The catalyst class is: 5.